Predict the reactants needed to synthesize the given product. From a dataset of Full USPTO retrosynthesis dataset with 1.9M reactions from patents (1976-2016). Given the product [CH3:8][C:9]1[N:22]=[C:21]([NH2:23])[C:12]2[N:13]=[C:14]3[CH2:20][N:19]([S:2]([CH3:1])(=[O:4])=[O:3])[CH2:18][CH2:17][CH2:16][N:15]3[C:11]=2[C:10]=1[CH3:24], predict the reactants needed to synthesize it. The reactants are: [CH3:1][S:2](Cl)(=[O:4])=[O:3].Cl.Cl.[CH3:8][C:9]1[N:22]=[C:21]([NH2:23])[C:12]2[N:13]=[C:14]3[CH2:20][NH:19][CH2:18][CH2:17][CH2:16][N:15]3[C:11]=2[C:10]=1[CH3:24].C(N(CC)CC)C.